This data is from Forward reaction prediction with 1.9M reactions from USPTO patents (1976-2016). The task is: Predict the product of the given reaction. (1) Given the reactants [Br:1][C:2]1[C:3]([CH3:14])=[N:4][NH:5][C:6]=1[C:7]1[CH:12]=[CH:11][C:10]([F:13])=[CH:9][CH:8]=1.[CH3:15][CH:16]([CH3:19])[CH2:17]O.C1(P(C2C=CC=CC=2)C2C=CC=CC=2)C=CC=CC=1.N(C(OC(C)C)=O)=NC(OC(C)C)=O, predict the reaction product. The product is: [Br:1][C:2]1[C:3]([CH3:14])=[N:4][N:5]([CH2:15][CH:16]([CH3:19])[CH3:17])[C:6]=1[C:7]1[CH:12]=[CH:11][C:10]([F:13])=[CH:9][CH:8]=1. (2) Given the reactants F[C:2]1[C:7]([C:8]([OH:10])=[O:9])=[CH:6][CH:5]=[CH:4][N:3]=1.CC(C)([O-])C.[K+].[F:17][C:18]([F:22])([F:21])[CH2:19][OH:20], predict the reaction product. The product is: [F:17][C:18]([F:22])([F:21])[CH2:19][O:20][C:2]1[N:3]=[CH:4][CH:5]=[CH:6][C:7]=1[C:8]([OH:10])=[O:9]. (3) Given the reactants C([O:5][C:6](=[O:36])[CH2:7][CH2:8][C@H:9]([N:13]([C:20](=[O:35])[C@@H:21]([NH:23][C:24]1[CH:29]=[CH:28][C:27]([C:30]([F:33])([F:32])[F:31])=[C:26]([Cl:34])[CH:25]=1)[CH3:22])[CH2:14][CH:15](OC)OC)[CH2:10][O:11][CH3:12])(C)(C)C.FC(F)(F)C(O)=O.C([SiH](CC)CC)C, predict the reaction product. The product is: [Cl:34][C:26]1[CH:25]=[C:24]([N:23]2[CH2:15][CH2:14][N:13]([C@H:9]([CH2:10][O:11][CH3:12])[CH2:8][CH2:7][C:6]([OH:5])=[O:36])[C:20](=[O:35])[C@@H:21]2[CH3:22])[CH:29]=[CH:28][C:27]=1[C:30]([F:31])([F:32])[F:33]. (4) Given the reactants Cl[C:2]1[CH:7]=[CH:6][N:5]=[C:4]([NH2:8])[CH:3]=1.Cl.[F:10][CH2:11][CH2:12][NH:13][CH3:14].C(=O)([O-])[O-].[K+].[K+].[OH-].[Na+], predict the reaction product. The product is: [F:10][CH2:11][CH2:12][N:13]([CH3:14])[C:2]1[CH:7]=[CH:6][N:5]=[C:4]([NH2:8])[CH:3]=1. (5) Given the reactants Cl[C:2]1[CH:7]=[CH:6][C:5]([Cl:8])=[CH:4][N:3]=1.[O-:9][CH2:10][CH3:11].[Na+], predict the reaction product. The product is: [Cl:8][C:5]1[CH:6]=[CH:7][C:2]([O:9][CH2:10][CH3:11])=[N:3][CH:4]=1. (6) The product is: [CH:8]([O:11][C:12]([N:14]1[CH2:20][CH2:19][CH2:18][CH:17]([N:21]([CH2:22][C:23]2[CH:28]=[C:27]([C:29]([F:32])([F:31])[F:30])[CH:26]=[C:25]([C:33]([F:35])([F:34])[F:36])[CH:24]=2)[CH2:37][CH3:38])[C:16]2[CH:40]=[CH:41][C:42]([Cl:44])=[CH:43][C:15]1=2)=[O:13])([CH3:9])[CH3:10]. Given the reactants C(O)(=O)C.C(=O)C.[CH:8]([O:11][C:12]([N:14]1[CH2:20][CH2:19][CH2:18][CH:17]([N:21]([C:37](=O)[CH3:38])[CH2:22][C:23]2[CH:28]=[C:27]([C:29]([F:32])([F:31])[F:30])[CH:26]=[C:25]([C:33]([F:36])([F:35])[F:34])[CH:24]=2)[C:16]2[CH:40]=[CH:41][C:42]([Cl:44])=[CH:43][C:15]1=2)=[O:13])([CH3:10])[CH3:9].C(O[BH-](OC(=O)C)OC(=O)C)(=O)C.[Na+], predict the reaction product. (7) Given the reactants [NH2:1][C:2]1[C:3]([C:10]#[C:11][C:12]2[CH:17]=[CH:16][N:15]=[C:14]([NH:18][C:19](=[O:21])[CH3:20])[CH:13]=2)=[N:4][CH:5]=[C:6]([O:8][CH3:9])[CH:7]=1.CC(C)([O-])C.[K+], predict the reaction product. The product is: [CH3:9][O:8][C:6]1[CH:7]=[C:2]2[NH:1][C:11]([C:12]3[CH:17]=[CH:16][N:15]=[C:14]([NH:18][C:19](=[O:21])[CH3:20])[CH:13]=3)=[CH:10][C:3]2=[N:4][CH:5]=1. (8) Given the reactants [F:1][C:2]1[CH:3]=[CH:4][C:5]([O:11][CH3:12])=[C:6]([CH:8]([OH:10])[CH3:9])[CH:7]=1.[NH2:13][C:14]1[C:19](Br)=[N:18][C:17]([Br:21])=[CH:16][N:15]=1.C[Si](C)(C)[N-][Si](C)(C)C.[Na+], predict the reaction product. The product is: [Br:21][C:17]1[N:18]=[C:19]([O:10][CH:8]([C:6]2[CH:7]=[C:2]([F:1])[CH:3]=[CH:4][C:5]=2[O:11][CH3:12])[CH3:9])[C:14]([NH2:13])=[N:15][CH:16]=1.